Dataset: Full USPTO retrosynthesis dataset with 1.9M reactions from patents (1976-2016). Task: Predict the reactants needed to synthesize the given product. (1) Given the product [CH3:8][O:9][C:10]1[N:11]([CH2:38][CH:39]2[CH2:44][CH2:43][O:42][CH2:41][CH2:40]2)[C:12]2[C:17]([N:18]=1)=[C:16]([NH2:19])[N:15]=[C:14]([O:20][CH2:21][CH:22]1[CH2:26][CH2:25][CH2:24][O:23]1)[N:13]=2, predict the reactants needed to synthesize it. The reactants are: FC(F)(F)C(O)=O.[CH3:8][O:9][C:10]1[NH:11][C:12]2[C:17]([N:18]=1)=[C:16]([NH2:19])[N:15]=[C:14]([O:20][CH2:21][CH:22]1[CH2:26][CH2:25][CH2:24][O:23]1)[N:13]=2.C(=O)([O-])[O-].[K+].[K+].CS(O[CH2:38][CH:39]1[CH2:44][CH2:43][O:42][CH2:41][CH2:40]1)(=O)=O. (2) Given the product [C:28]([O:31][CH2:32][C:33]1[C:34]([N:49]2[C:61](=[O:62])[C:60]3[S:59][C:58]4[CH2:57][CH2:56][CH2:55][CH2:54][C:53]=4[C:52]=3[CH:51]=[N:50]2)=[CH:35][C:36]([F:48])=[CH:37][C:38]=1[C:2]1[CH:3]=[C:4]([NH:10][C:11]2[CH:16]=[CH:15][C:14]([N:17]3[CH2:22][CH2:21][N:20]([CH:23]4[CH2:26][O:25][CH2:24]4)[CH2:19][C@H:18]3[CH3:27])=[CH:13][N:12]=2)[C:5](=[O:9])[N:6]([CH3:8])[CH:7]=1)(=[O:30])[CH3:29], predict the reactants needed to synthesize it. The reactants are: Br[C:2]1[CH:3]=[C:4]([NH:10][C:11]2[CH:16]=[CH:15][C:14]([N:17]3[CH2:22][CH2:21][N:20]([CH:23]4[CH2:26][O:25][CH2:24]4)[CH2:19][C@H:18]3[CH3:27])=[CH:13][N:12]=2)[C:5](=[O:9])[N:6]([CH3:8])[CH:7]=1.[C:28]([O:31][CH2:32][C:33]1[C:38](B2OC(C)(C)C(C)(C)O2)=[CH:37][C:36]([F:48])=[CH:35][C:34]=1[N:49]1[C:61](=[O:62])[C:60]2[S:59][C:58]3[CH2:57][CH2:56][CH2:55][CH2:54][C:53]=3[C:52]=2[CH:51]=[N:50]1)(=[O:30])[CH3:29]. (3) Given the product [Br:1][C:2]1[CH:3]=[C:4]2[C:9](=[CH:10][CH:11]=1)[O:8][C:7]([CH3:13])([CH3:12])[C:6]1([CH2:16][O:17][CH2:14]1)[C:5]2=[CH2:18], predict the reactants needed to synthesize it. The reactants are: [Br:1][C:2]1[CH:3]=[C:4]2[C:9](=[CH:10][CH:11]=1)[O:8][C:7]([CH3:13])([CH3:12])[C:6]([CH2:16][OH:17])([CH2:14]O)[C:5]2=[CH2:18].CS(Cl)(=O)=O.CCN(CC)CC.[OH-].[Na+]. (4) Given the product [C:17]([C:13]1[CH:14]=[C:15]2[C:10](=[CH:11][CH:12]=1)[CH2:9][NH:8][CH2:16]2)#[N:18], predict the reactants needed to synthesize it. The reactants are: C(OC([N:8]1[CH2:16][C:15]2[C:10](=[CH:11][CH:12]=[C:13]([C:17]#[N:18])[CH:14]=2)[CH2:9]1)=O)(C)(C)C.FC(F)(F)C(O)=O. (5) Given the product [C:46]([N:29]1[CH2:30][CH2:31][C@@H:27]([N:19]2[C:20]([C:21]3[CH:26]=[CH:25][CH:24]=[CH:23][CH:22]=3)=[C:16]([C:14]([N:13]3[CH2:12][CH2:11][N:10]([C:32]([O:34][C:35]([CH3:38])([CH3:37])[CH3:36])=[O:33])[CH2:9][C@H:8]3[CH2:1][C:2]3[CH:7]=[CH:6][CH:5]=[CH:4][CH:3]=3)=[O:15])[N:17]=[CH:18]2)[CH2:28]1)(=[O:48])[CH3:47], predict the reactants needed to synthesize it. The reactants are: [CH2:1]([C@H:8]1[N:13]([C:14]([C:16]2[N:17]=[CH:18][N:19]([C@@H:27]3[CH2:31][CH2:30][NH:29][CH2:28]3)[C:20]=2[C:21]2[CH:26]=[CH:25][CH:24]=[CH:23][CH:22]=2)=[O:15])[CH2:12][CH2:11][N:10]([C:32]([O:34][C:35]([CH3:38])([CH3:37])[CH3:36])=[O:33])[CH2:9]1)[C:2]1[CH:7]=[CH:6][CH:5]=[CH:4][CH:3]=1.C(N(CC)CC)C.[C:46](OC(=O)C)(=[O:48])[CH3:47].O.